From a dataset of NCI-60 drug combinations with 297,098 pairs across 59 cell lines. Regression. Given two drug SMILES strings and cell line genomic features, predict the synergy score measuring deviation from expected non-interaction effect. (1) Drug 1: COC1=C(C=C2C(=C1)N=CN=C2NC3=CC(=C(C=C3)F)Cl)OCCCN4CCOCC4. Drug 2: CN(CC1=CN=C2C(=N1)C(=NC(=N2)N)N)C3=CC=C(C=C3)C(=O)NC(CCC(=O)O)C(=O)O. Cell line: M14. Synergy scores: CSS=22.4, Synergy_ZIP=-10.1, Synergy_Bliss=-3.30, Synergy_Loewe=-19.8, Synergy_HSA=-1.80. (2) Drug 1: CC1=C(C(CCC1)(C)C)C=CC(=CC=CC(=CC(=O)O)C)C. Drug 2: CC1=C(C=C(C=C1)C(=O)NC2=CC(=CC(=C2)C(F)(F)F)N3C=C(N=C3)C)NC4=NC=CC(=N4)C5=CN=CC=C5. Cell line: NCI-H322M. Synergy scores: CSS=-18.3, Synergy_ZIP=5.93, Synergy_Bliss=-0.707, Synergy_Loewe=-11.4, Synergy_HSA=-11.5. (3) Drug 1: C1=CC(=CC=C1C#N)C(C2=CC=C(C=C2)C#N)N3C=NC=N3. Drug 2: C1C(C(OC1N2C=NC(=NC2=O)N)CO)O. Cell line: A549. Synergy scores: CSS=4.26, Synergy_ZIP=0.592, Synergy_Bliss=2.44, Synergy_Loewe=1.61, Synergy_HSA=1.31. (4) Drug 1: CC1=CC=C(C=C1)C2=CC(=NN2C3=CC=C(C=C3)S(=O)(=O)N)C(F)(F)F. Drug 2: C1=NNC2=C1C(=O)NC=N2. Cell line: COLO 205. Synergy scores: CSS=-0.768, Synergy_ZIP=2.38, Synergy_Bliss=4.03, Synergy_Loewe=0.573, Synergy_HSA=0.432. (5) Drug 1: CC1C(C(CC(O1)OC2CC(CC3=C2C(=C4C(=C3O)C(=O)C5=C(C4=O)C(=CC=C5)OC)O)(C(=O)C)O)N)O.Cl. Drug 2: CC1C(C(CC(O1)OC2CC(CC3=C2C(=C4C(=C3O)C(=O)C5=C(C4=O)C(=CC=C5)OC)O)(C(=O)CO)O)N)O.Cl. Cell line: RPMI-8226. Synergy scores: CSS=49.7, Synergy_ZIP=2.02, Synergy_Bliss=7.10, Synergy_Loewe=5.30, Synergy_HSA=8.15. (6) Drug 1: C1CC(=O)NC(=O)C1N2CC3=C(C2=O)C=CC=C3N. Drug 2: CS(=O)(=O)CCNCC1=CC=C(O1)C2=CC3=C(C=C2)N=CN=C3NC4=CC(=C(C=C4)OCC5=CC(=CC=C5)F)Cl. Cell line: SK-MEL-2. Synergy scores: CSS=-12.3, Synergy_ZIP=1.07, Synergy_Bliss=-4.66, Synergy_Loewe=-8.02, Synergy_HSA=-8.04.